From a dataset of Peptide-MHC class II binding affinity with 134,281 pairs from IEDB. Regression. Given a peptide amino acid sequence and an MHC pseudo amino acid sequence, predict their binding affinity value. This is MHC class II binding data. The peptide sequence is TTFQQKISKYFNS. The MHC is DRB1_0401 with pseudo-sequence DRB1_0401. The binding affinity (normalized) is 0.0355.